Dataset: Full USPTO retrosynthesis dataset with 1.9M reactions from patents (1976-2016). Task: Predict the reactants needed to synthesize the given product. (1) Given the product [CH2:21]1[C@H:20]([N:46]2[C:47]3[N:48]=[C:40]([Cl:39])[N:41]=[C:42]([NH2:49])[C:43]=3[N:44]=[CH:45]2)[O:27][C@H:24]([CH2:25][OH:26])[C@H:22]1[OH:23], predict the reactants needed to synthesize it. The reactants are: [C@@H]1(N2C3N=C(N)NC(=O)C=3N=C2)O[C@H](CO)C[C@H]1O.[C@@H:20]1(N2C3N=C(N)NC(=O)C=3N=C2)[O:27][C@H:24]([CH2:25][OH:26])[C@@H:22]([OH:23])[CH2:21]1.[Cl:39][C:40]1[N:48]=[C:47]2[C:43]([NH:44][CH:45]=[N:46]2)=[C:42]([NH2:49])[N:41]=1. (2) Given the product [CH:1]1([C:7]2[C:11]([CH2:12][CH2:13][CH2:14][O:15][C:27]3[CH:31]=[C:30]([CH2:32][CH2:33][C:34]([OH:36])=[O:35])[N:29]([C:39]4[CH:44]=[CH:43][CH:42]=[CH:41][CH:40]=4)[N:28]=3)=[CH:10][N:9]([C:16]3[CH:21]=[CH:20][C:19]([C:22]([F:23])([F:24])[F:25])=[CH:18][N:17]=3)[N:8]=2)[CH2:6][CH2:5][CH2:4][CH2:3][CH2:2]1, predict the reactants needed to synthesize it. The reactants are: [CH:1]1([C:7]2[C:11]([CH2:12][CH2:13][CH2:14][OH:15])=[CH:10][N:9]([C:16]3[CH:21]=[CH:20][C:19]([C:22]([F:25])([F:24])[F:23])=[CH:18][N:17]=3)[N:8]=2)[CH2:6][CH2:5][CH2:4][CH2:3][CH2:2]1.O[C:27]1[CH:31]=[C:30]([CH2:32][CH2:33][C:34]([O:36]CC)=[O:35])[N:29]([C:39]2[CH:44]=[CH:43][CH:42]=[CH:41][CH:40]=2)[N:28]=1.C(P(CCCC)CCCC)CCC.N(C(N1CCCCC1)=O)=NC(N1CCCCC1)=O. (3) Given the product [CH3:1][O:2][C:3](=[O:14])[C:4]1[CH:10]=[C:9]([C:11](=[O:13])[CH3:12])[CH:8]=[CH:7][C:5]=1[O:6][CH2:15][C:16]1[CH:21]=[CH:20][CH:19]=[CH:18][CH:17]=1, predict the reactants needed to synthesize it. The reactants are: [CH3:1][O:2][C:3](=[O:14])[C:4]1[C:5](=[CH:7][CH:8]=[C:9]([C:11](=[O:13])[CH3:12])[CH:10]=1)[OH:6].[CH2:15](Br)[C:16]1[CH:21]=[CH:20][CH:19]=[CH:18][CH:17]=1.C(=O)([O-])[O-].[K+].[K+]. (4) Given the product [N:21]1[CH:26]=[CH:25][C:24]([C:2]2[CH:3]=[CH:4][CH:5]=[C:6]3[C:11]=2[C:10](=[O:12])[NH:9][CH:8]=[CH:7]3)=[CH:23][CH:22]=1, predict the reactants needed to synthesize it. The reactants are: Br[C:2]1[CH:3]=[CH:4][CH:5]=[C:6]2[C:11]=1[C:10](=[O:12])[NH:9][CH:8]=[CH:7]2.C(O)C.C(=O)(O)[O-].[Na+].[N:21]1[CH:26]=[CH:25][C:24](B(O)O)=[CH:23][CH:22]=1. (5) Given the product [CH3:2][C:3]1[O:7][C:6]([C:8]2[CH:9]=[CH:10][C:11]([C:12]([NH:71][CH2:70][C:66]3[CH:65]=[N:64][CH:69]=[CH:68][CH:67]=3)=[O:13])=[CH:15][CH:16]=2)=[N:5][C:4]=1[CH2:17][S:18]([C:21]1[CH:22]=[CH:23][C:24]([CH2:27][CH2:28][CH2:29][N:30]2[CH2:35][CH2:34][O:33][CH2:32][CH2:31]2)=[CH:25][CH:26]=1)(=[O:20])=[O:19], predict the reactants needed to synthesize it. The reactants are: Cl.[CH3:2][C:3]1[O:7][C:6]([C:8]2[CH:16]=[CH:15][C:11]([C:12](O)=[O:13])=[CH:10][CH:9]=2)=[N:5][C:4]=1[CH2:17][S:18]([C:21]1[CH:26]=[CH:25][C:24]([CH2:27][CH2:28][CH2:29][N:30]2[CH2:35][CH2:34][O:33][CH2:32][CH2:31]2)=[CH:23][CH:22]=1)(=[O:20])=[O:19].CCN=C=NCCCN(C)C.C1C=CC2N(O)N=NC=2C=1.C(N(CC)CC)C.[N:64]1[CH:69]=[CH:68][CH:67]=[C:66]([CH2:70][NH2:71])[CH:65]=1. (6) Given the product [OH:17][CH2:23][CH2:22][NH:21][CH2:2][CH:3]1[CH2:8][CH2:7][N:6]([C:9]([O:11][C:12]([CH3:15])([CH3:14])[CH3:13])=[O:10])[CH2:5][CH2:4]1, predict the reactants needed to synthesize it. The reactants are: O[CH2:2][CH:3]1[CH2:8][CH2:7][N:6]([C:9]([O:11][C:12]([CH3:15])([CH3:14])[CH3:13])=[O:10])[CH2:5][CH2:4]1.[Cr](Cl)([O-])(=O)=[O:17].[NH+:21]1C=CC=[CH:23][CH:22]=1. (7) Given the product [NH4+:11].[CH2:1]([C@@:5]1([CH2:28][CH3:29])[NH:11][C@H:10]([C:12]2[CH:13]=[CH:14][CH:15]=[CH:16][CH:17]=2)[C:9]2[CH:18]=[C:19]([O:24][CH3:25])[C:20]([CH2:22][NH:23][CH2:32][CH2:33][S:34]([O-:37])(=[O:36])=[O:35])=[CH:21][C:8]=2[S:7](=[O:26])(=[O:27])[CH2:6]1)[CH2:2][CH2:3][CH3:4], predict the reactants needed to synthesize it. The reactants are: [CH2:1]([C@@:5]1([CH2:28][CH3:29])[NH:11][C@H:10]([C:12]2[CH:17]=[CH:16][CH:15]=[CH:14][CH:13]=2)[C:9]2[CH:18]=[C:19]([O:24][CH3:25])[C:20]([CH2:22][NH2:23])=[CH:21][C:8]=2[S:7](=[O:27])(=[O:26])[CH2:6]1)[CH2:2][CH2:3][CH3:4].[Na+].Br[CH2:32][CH2:33][S:34]([O-:37])(=[O:36])=[O:35].FC(F)(F)C(O)=O.